From a dataset of Catalyst prediction with 721,799 reactions and 888 catalyst types from USPTO. Predict which catalyst facilitates the given reaction. (1) Reactant: [CH3:1][O:2][C:3]1[CH:4]=[C:5]([NH:13][C:14]2[C:23]3[C:18](=[CH:19][CH:20]=[CH:21][CH:22]=3)[N:17]=[C:16]([CH3:24])[N:15]=2)[CH:6]=[C:7]([O:11][CH3:12])[C:8]=1[O:9][CH3:10].[CH3:25]I.[H-].[Na+]. Product: [CH3:1][O:2][C:3]1[CH:4]=[C:5]([N:13]([C:14]2[C:23]3[C:18](=[CH:19][CH:20]=[CH:21][CH:22]=3)[N:17]=[C:16]([CH3:24])[N:15]=2)[CH3:25])[CH:6]=[C:7]([O:11][CH3:12])[C:8]=1[O:9][CH3:10]. The catalyst class is: 3. (2) Reactant: [Br:1][C:2]1[CH:3]=[C:4]([C:7](=[O:12])C(Cl)(Cl)Cl)[NH:5][CH:6]=1.[CH3:13][O-:14].[Na+].CO. Product: [CH3:13][O:14][C:7]([C:4]1[NH:5][CH:6]=[C:2]([Br:1])[CH:3]=1)=[O:12]. The catalyst class is: 5. (3) Reactant: O.NN.[C:4]([C:8]1[CH:13]=[CH:12][C:11](/[C:14](/[C:28]2[CH:33]=[CH:32][C:31]([Cl:34])=[C:30]([O:35][CH3:36])[N:29]=2)=[CH:15]\[CH2:16][N:17]2C(=O)C3C(=CC=CC=3)C2=O)=[CH:10][CH:9]=1)([CH3:7])([CH3:6])[CH3:5]. Product: [C:4]([C:8]1[CH:13]=[CH:12][C:11](/[C:14](/[C:28]2[CH:33]=[CH:32][C:31]([Cl:34])=[C:30]([O:35][CH3:36])[N:29]=2)=[CH:15]\[CH2:16][NH2:17])=[CH:10][CH:9]=1)([CH3:7])([CH3:5])[CH3:6]. The catalyst class is: 823. (4) Product: [Cl:2][CH2:3][C:4]1[CH:12]=[CH:11][C:7]([C:8]([NH2:1])=[O:9])=[CH:6][CH:5]=1. The catalyst class is: 11. Reactant: [NH3:1].[Cl:2][CH2:3][C:4]1[CH:12]=[CH:11][C:7]([C:8](Cl)=[O:9])=[CH:6][CH:5]=1. (5) Reactant: [C:1]([O:5][C:6]([N:8]1[CH2:13][CH2:12][CH:11]([OH:14])[CH2:10][CH2:9]1)=[O:7])([CH3:4])([CH3:3])[CH3:2].C(N(CC)CC)C.[CH3:22][S:23](Cl)(=[O:25])=[O:24]. Product: [C:1]([O:5][C:6]([N:8]1[CH2:13][CH2:12][CH:11]([O:14][S:23]([CH3:22])(=[O:25])=[O:24])[CH2:10][CH2:9]1)=[O:7])([CH3:4])([CH3:2])[CH3:3]. The catalyst class is: 1. (6) Reactant: [OH:1][C:2]1[CH:9]=[CH:8][C:5]([CH:6]=[O:7])=[CH:4][C:3]=1[N+:10]([O-:12])=[O:11].[CH2:13](Br)[C:14]1[CH:19]=[CH:18][CH:17]=[CH:16][CH:15]=1.C([O-])([O-])=O.[K+].[K+]. Product: [CH2:13]([O:1][C:2]1[CH:9]=[CH:8][C:5]([CH:6]=[O:7])=[CH:4][C:3]=1[N+:10]([O-:12])=[O:11])[C:14]1[CH:19]=[CH:18][CH:17]=[CH:16][CH:15]=1. The catalyst class is: 3.